The task is: Regression. Given a peptide amino acid sequence and an MHC pseudo amino acid sequence, predict their binding affinity value. This is MHC class II binding data.. This data is from Peptide-MHC class II binding affinity with 134,281 pairs from IEDB. (1) The binding affinity (normalized) is 0.453. The peptide sequence is GKNLVFSPGRKNGSF. The MHC is DRB1_0301 with pseudo-sequence DRB1_0301. (2) The binding affinity (normalized) is 0.281. The peptide sequence is TTVLDFHPGAGKTRR. The MHC is DRB1_1101 with pseudo-sequence DRB1_1101. (3) The peptide sequence is YDKFLANVSTVLTGE. The MHC is DRB1_1602 with pseudo-sequence DRB1_1602. The binding affinity (normalized) is 0.767. (4) The peptide sequence is GKSSFCDICGEELPT. The binding affinity (normalized) is 0. The MHC is DRB1_1501 with pseudo-sequence DRB1_1501.